The task is: Predict the reaction yield, written as a fraction of the theoretical maximum amount of product (1.0 means a 100% yield; for example, 0.34 means a 34% yield).. This data is from Reaction yield outcomes from USPTO patents with 853,638 reactions. (1) The reactants are [F:1][C:2]1[CH:3]=[C:4]2[C:8](=[CH:9][CH:10]=1)[NH:7][C:6]([C:11](OCC)=[O:12])=[CH:5]2.[H-].[Al+3].[Li+].[H-].[H-].[H-]. The catalyst is C1COCC1. The product is [F:1][C:2]1[CH:3]=[C:4]2[C:8](=[CH:9][CH:10]=1)[NH:7][C:6]([CH2:11][OH:12])=[CH:5]2. The yield is 0.900. (2) No catalyst specified. The yield is 0.740. The reactants are [CH3:1][CH2:2][CH2:3][CH2:4][CH2:5][CH3:6].[CH3:7][CH:8]([OH:10])[CH3:9].[CH:11](Cl)(Cl)Cl. The product is [CH2:7]([C@H:8]1[CH2:9][O:10]1)[CH2:11][C:3]1[CH:2]=[CH:1][CH:6]=[CH:5][CH:4]=1. (3) The reactants are [Br:1][C:2]1[S:3][C:4]([C:11]2[CH:16]=[CH:15][C:14]([C:17]([CH3:20])([CH3:19])[CH3:18])=[CH:13][CH:12]=2)=[C:5]([OH:10])[C:6]=1[C:7]([CH3:9])=O.[NH:21]([C:23](CC1C=CC(C([O-])=O)=CC=1)=[O:24])[NH2:22].[OH2:35].S([C:40]1[CH:46]=[CH:45][C:43]([CH3:44])=[CH:42][CH:41]=1)(O)(=O)=O.C(Cl)(Cl)Cl.[C:51](OCC)(=[O:53])C. The catalyst is C(O)(C)C. The product is [Br:1][C:2]1[S:3][C:4]([C:11]2[CH:16]=[CH:15][C:14]([C:17]([CH3:20])([CH3:19])[CH3:18])=[CH:13][CH:12]=2)=[C:5]([OH:10])[C:6]=1[C:7](=[N:22][NH:21][C:23]([C:40]1[CH:46]=[CH:45][C:43]([C:44]([O:53][CH3:51])=[O:35])=[CH:42][CH:41]=1)=[O:24])[CH3:9]. The yield is 0.620. (4) The reactants are B([O-])([O-])[O-].[Si+4].B([O-])([O-])[O-].B([O-])([O-])[O-].B([O-])([O-])[O-].[Si+4].[Si+4].[F:20][C:21]([F:50])([F:49])[CH2:22][C:23]([NH:25][CH2:26][C:27]1[CH:32]=[CH:31][C:30](/[CH:33]=[CH:34]/[CH:35]([C:40]2[CH:45]=[C:44]([Cl:46])[C:43]([Cl:47])=[C:42]([Cl:48])[CH:41]=2)[C:36]([F:39])([F:38])[F:37])=[CH:29][CH:28]=1)=[O:24]. The catalyst is CS(C)=O. The product is [F:49][C:21]([F:20])([F:50])[CH2:22][C:23]([NH:25][CH2:26][C:27]1[CH:32]=[CH:31][C:30](/[CH:33]=[CH:34]\[CH:35]([C:40]2[CH:41]=[C:42]([Cl:48])[C:43]([Cl:47])=[C:44]([Cl:46])[CH:45]=2)[C:36]([F:37])([F:38])[F:39])=[CH:29][CH:28]=1)=[O:24]. The yield is 0.0800. (5) The reactants are C[O:2][C:3]([C:5]1[CH:27]=[CH:26][C:8]([O:9][CH2:10][CH2:11][CH2:12][CH2:13][CH2:14][O:15][C:16]2[CH:21]=[CH:20][C:19]([C:22]([O:24]C)=[O:23])=[CH:18][CH:17]=2)=[CH:7][CH:6]=1)=[O:4].Cl. The catalyst is C(O)C.[OH-].[Na+]. The product is [OH:4][C:3]([C:5]1[CH:6]=[CH:7][C:8]([O:9][CH2:10][CH2:11][CH2:12][CH2:13][CH2:14][O:15][C:16]2[CH:17]=[CH:18][C:19]([C:22]([OH:24])=[O:23])=[CH:20][CH:21]=2)=[CH:26][CH:27]=1)=[O:2]. The yield is 0.790. (6) The reactants are [F:1][C:2]([F:38])([F:37])[C:3]1[CH:4]=[C:5]([CH:30]=[C:31]([C:33]([F:36])([F:35])[F:34])[CH:32]=1)[CH2:6][O:7][CH2:8][C@H:9]1[N:14]([CH3:15])[C:13](=[O:16])[CH2:12][N:11](C(OC(C)(C)C)=O)[C@H:10]1[C:24]1[CH:29]=[CH:28][CH:27]=[CH:26][CH:25]=1.[ClH:39].O1CCOCC1. The catalyst is O1CCOCC1. The product is [ClH:39].[F:38][C:2]([F:1])([F:37])[C:3]1[CH:4]=[C:5]([CH:30]=[C:31]([C:33]([F:34])([F:35])[F:36])[CH:32]=1)[CH2:6][O:7][CH2:8][C@H:9]1[N:14]([CH3:15])[C:13](=[O:16])[CH2:12][NH:11][C@H:10]1[C:24]1[CH:25]=[CH:26][CH:27]=[CH:28][CH:29]=1. The yield is 0.960. (7) The reactants are [CH2:1]([NH:8][C:9]1[C:18]([CH:19]=[O:20])=[CH:17][C:16]2[C:11](=[CH:12][CH:13]=[C:14]([O:21][CH3:22])[CH:15]=2)[N:10]=1)[C:2]1[CH:7]=[CH:6][CH:5]=[CH:4][CH:3]=1. The catalyst is C1COCC1. The product is [CH2:1]([NH:8][C:9]1[C:18]([CH2:19][OH:20])=[CH:17][C:16]2[C:11](=[CH:12][CH:13]=[C:14]([O:21][CH3:22])[CH:15]=2)[N:10]=1)[C:2]1[CH:3]=[CH:4][CH:5]=[CH:6][CH:7]=1. The yield is 0.980.